This data is from Catalyst prediction with 721,799 reactions and 888 catalyst types from USPTO. The task is: Predict which catalyst facilitates the given reaction. Reactant: [CH3:1][C:2]1[NH:6][N:5]=[C:4]([NH2:7])[CH:3]=1.[I-].[K+].CCN(C(C)C)C(C)C.Cl[C:20]1[C:29]2[C:24](=[CH:25][C:26]([F:30])=[CH:27][CH:28]=2)[N:23]=[C:22]([C:31]([C:33]2[CH:38]=[CH:37][C:36]([F:39])=[CH:35][CH:34]=2)=[O:32])[N:21]=1. Product: [F:30][C:26]1[CH:25]=[C:24]2[C:29]([C:20]([NH:7][C:4]3[CH:3]=[C:2]([CH3:1])[NH:6][N:5]=3)=[N:21][C:22]([C:31]([C:33]3[CH:38]=[CH:37][C:36]([F:39])=[CH:35][CH:34]=3)=[O:32])=[N:23]2)=[CH:28][CH:27]=1. The catalyst class is: 3.